This data is from Peptide-MHC class II binding affinity with 134,281 pairs from IEDB. The task is: Regression. Given a peptide amino acid sequence and an MHC pseudo amino acid sequence, predict their binding affinity value. This is MHC class II binding data. (1) The peptide sequence is VTLRIRNVRFSDEGG. The MHC is DRB5_0101 with pseudo-sequence DRB5_0101. The binding affinity (normalized) is 0.301. (2) The peptide sequence is VFRLKGGAPIKGVTF. The MHC is DRB1_1101 with pseudo-sequence DRB1_1101. The binding affinity (normalized) is 0.464. (3) The peptide sequence is YALFYKLDVVPIDNDNTSY. The MHC is HLA-DQA10101-DQB10501 with pseudo-sequence HLA-DQA10101-DQB10501. The binding affinity (normalized) is 0.830. (4) The peptide sequence is STGGAYDTYKCIPSL. The MHC is DRB1_1302 with pseudo-sequence DRB1_1302. The binding affinity (normalized) is 0.210. (5) The MHC is HLA-DQA10201-DQB10303 with pseudo-sequence HLA-DQA10201-DQB10303. The peptide sequence is SEDLGKTFSVGTGNC. The binding affinity (normalized) is 0.454. (6) The MHC is DRB3_0301 with pseudo-sequence DRB3_0301. The binding affinity (normalized) is 0.513. The peptide sequence is CTKEEFIAKVRSHAA. (7) The peptide sequence is YDFNKLTALAVSQLT. The MHC is DRB1_1501 with pseudo-sequence DRB1_1501. The binding affinity (normalized) is 0.400. (8) The peptide sequence is VSMMIAMEVVLRKRQ. The MHC is HLA-DQA10201-DQB10301 with pseudo-sequence HLA-DQA10201-DQB10301. The binding affinity (normalized) is 0. (9) The peptide sequence is EDVGYPIIIDQKYCP. The MHC is DRB1_0401 with pseudo-sequence DRB1_0401. The binding affinity (normalized) is 0.105.